From a dataset of NCI-60 drug combinations with 297,098 pairs across 59 cell lines. Regression. Given two drug SMILES strings and cell line genomic features, predict the synergy score measuring deviation from expected non-interaction effect. (1) Synergy scores: CSS=10.6, Synergy_ZIP=4.95, Synergy_Bliss=10.5, Synergy_Loewe=6.27, Synergy_HSA=4.49. Cell line: MDA-MB-435. Drug 2: CC(C)CN1C=NC2=C1C3=CC=CC=C3N=C2N. Drug 1: CNC(=O)C1=NC=CC(=C1)OC2=CC=C(C=C2)NC(=O)NC3=CC(=C(C=C3)Cl)C(F)(F)F. (2) Drug 1: C(=O)(N)NO. Drug 2: CC(C)CN1C=NC2=C1C3=CC=CC=C3N=C2N. Cell line: NCIH23. Synergy scores: CSS=-6.47, Synergy_ZIP=2.59, Synergy_Bliss=0.0175, Synergy_Loewe=-0.293, Synergy_HSA=-2.99. (3) Drug 1: COC1=C(C=C2C(=C1)N=CN=C2NC3=CC(=C(C=C3)F)Cl)OCCCN4CCOCC4. Drug 2: C1=CN(C=N1)CC(O)(P(=O)(O)O)P(=O)(O)O. Cell line: HCT116. Synergy scores: CSS=5.58, Synergy_ZIP=-6.39, Synergy_Bliss=-12.7, Synergy_Loewe=-10.7, Synergy_HSA=-10.2. (4) Drug 1: CC12CCC3C(C1CCC2NC(=O)OCC(F)(F)F)CCC4C3(C=CC(=O)N4C)C. Drug 2: CCC1=C2CN3C(=CC4=C(C3=O)COC(=O)C4(CC)O)C2=NC5=C1C=C(C=C5)O. Cell line: HT29. Synergy scores: CSS=44.2, Synergy_ZIP=3.11, Synergy_Bliss=3.52, Synergy_Loewe=-9.49, Synergy_HSA=4.53. (5) Drug 1: CCC1(CC2CC(C3=C(CCN(C2)C1)C4=CC=CC=C4N3)(C5=C(C=C6C(=C5)C78CCN9C7C(C=CC9)(C(C(C8N6C)(C(=O)OC)O)OC(=O)C)CC)OC)C(=O)OC)O.OS(=O)(=O)O. Drug 2: C1CNP(=O)(OC1)N(CCCl)CCCl. Cell line: A498. Synergy scores: CSS=-1.21, Synergy_ZIP=0.881, Synergy_Bliss=1.17, Synergy_Loewe=-2.03, Synergy_HSA=-1.70. (6) Drug 1: CC1=C(N=C(N=C1N)C(CC(=O)N)NCC(C(=O)N)N)C(=O)NC(C(C2=CN=CN2)OC3C(C(C(C(O3)CO)O)O)OC4C(C(C(C(O4)CO)O)OC(=O)N)O)C(=O)NC(C)C(C(C)C(=O)NC(C(C)O)C(=O)NCCC5=NC(=CS5)C6=NC(=CS6)C(=O)NCCC[S+](C)C)O. Drug 2: N.N.Cl[Pt+2]Cl. Cell line: COLO 205. Synergy scores: CSS=42.5, Synergy_ZIP=-10.8, Synergy_Bliss=-1.69, Synergy_Loewe=3.66, Synergy_HSA=5.12.